Task: Predict the reactants needed to synthesize the given product.. Dataset: Full USPTO retrosynthesis dataset with 1.9M reactions from patents (1976-2016) (1) Given the product [OH:8][C:9]1[CH:22]=[C:21]2[C:12]([C@@H:13]3[C@@:18]([CH3:23])([CH2:19][CH2:20]2)[CH2:17][CH2:16][C:15](=[O:24])[C@H:14]3[CH2:25][C:26]2[CH:27]=[CH:28][CH:29]=[CH:30][CH:31]=2)=[CH:11][CH:10]=1, predict the reactants needed to synthesize it. The reactants are: C([O:8][C:9]1[CH:22]=[C:21]2[C:12]([C@@H:13]3[C@@:18]([CH3:23])([CH2:19][CH2:20]2)[CH2:17][CH2:16][C:15](=[O:24])[C@H:14]3[CH2:25][C:26]2[CH:31]=[CH:30][CH:29]=[CH:28][CH:27]=2)=[CH:11][CH:10]=1)C1C=CC=CC=1.C1COCC1. (2) Given the product [C:29]([C:25]1[CH:24]=[C:23]([CH:28]=[CH:27][CH:26]=1)[CH2:22][N:21]([CH:31]1[CH2:32][CH2:33][N:34]([CH:37]([CH3:41])[CH2:38][CH2:39][NH:40][C:8]([C:7]2[C:2]([CH3:1])=[N:3][CH:4]=[N:5][C:6]=2[CH3:11])=[O:10])[CH2:35][CH2:36]1)[C:18]1[CH:17]=[CH:16][C:15]([C:14]([OH:42])=[O:13])=[CH:20][CH:19]=1)#[N:30], predict the reactants needed to synthesize it. The reactants are: [CH3:1][C:2]1[C:7]([C:8]([OH:10])=O)=[C:6]([CH3:11])[N:5]=[CH:4][N:3]=1.C[O:13][C:14](=[O:42])[C:15]1[CH:20]=[CH:19][C:18]([N:21]([CH:31]2[CH2:36][CH2:35][N:34]([CH:37]([CH3:41])[CH2:38][CH2:39][NH2:40])[CH2:33][CH2:32]2)[CH2:22][C:23]2[CH:28]=[CH:27][CH:26]=[C:25]([C:29]#[N:30])[CH:24]=2)=[CH:17][CH:16]=1. (3) Given the product [C:25]1([N:22]2[CH2:12][CH2:13][C@H:14]([C:15]3[CH:16]=[CH:17][CH:18]=[CH:19][CH:20]=3)[O:21][C:23]2=[O:24])[C:34]2[C:29](=[CH:30][CH:31]=[CH:32][CH:33]=2)[CH:28]=[CH:27][CH:26]=1, predict the reactants needed to synthesize it. The reactants are: CC1C=CC(S(O[CH2:12][CH2:13][C@@H:14]([OH:21])[C:15]2[CH:20]=[CH:19][CH:18]=[CH:17][CH:16]=2)(=O)=O)=CC=1.[N:22]([C:25]1[C:34]2[C:29](=[CH:30][CH:31]=[CH:32][CH:33]=2)[CH:28]=[CH:27][CH:26]=1)=[C:23]=[O:24]. (4) Given the product [Cl:14][C:10]1[N:9]=[N:8][CH:7]=[C:6]2[O:1][CH2:2][CH2:3][CH2:4][C:5]=12, predict the reactants needed to synthesize it. The reactants are: [O:1]1[C:6]2[CH:7]=[N:8][NH:9][C:10](=O)[C:5]=2[CH2:4][CH2:3][CH2:2]1.P(Cl)(Cl)([Cl:14])=O. (5) Given the product [F:14][C:4]1[CH:5]=[C:6]([O:8][C@H:9]2[CH2:13][CH2:12][O:11][CH2:10]2)[CH:7]=[C:2]([F:1])[C:3]=1[C:15]1[S:16][CH:17]=[C:18]([C:20]([OH:22])=[O:21])[N:19]=1, predict the reactants needed to synthesize it. The reactants are: [F:1][C:2]1[CH:7]=[C:6]([O:8][C@@H:9]2[CH2:13][CH2:12][O:11][CH2:10]2)[CH:5]=[C:4]([F:14])[C:3]=1[C:15]1[S:16][CH:17]=[C:18]([C:20]([OH:22])=[O:21])[N:19]=1.O[C@H]1CCOC1. (6) The reactants are: [CH:1]1([C:5]2[C:6]([C:18]3[CH2:23][CH2:22][CH2:21][CH2:20][CH:19]=3)=[C:7]([NH2:17])[N:8]([CH2:10][C:11]3[CH:12]=[N:13][CH:14]=[CH:15][CH:16]=3)[N:9]=2)[CH2:4][CH2:3][CH2:2]1.C(N=[C:27]=[O:28])C. Given the product [CH:1]1([C:5]2[C:6]3[C:18]4[CH2:23][CH2:22][CH2:21][CH2:20][C:19]=4[C:27](=[O:28])[NH:17][C:7]=3[N:8]([CH2:10][C:11]3[CH:12]=[N:13][CH:14]=[CH:15][CH:16]=3)[N:9]=2)[CH2:4][CH2:3][CH2:2]1, predict the reactants needed to synthesize it. (7) The reactants are: [CH:1]1([CH2:4][O:5][C:6]2[N:11]=[C:10]([C:12]([OH:14])=O)[CH:9]=[CH:8][C:7]=2[C:15]([F:18])([F:17])[F:16])[CH2:3][CH2:2]1.[NH2:19][C:20]1([CH2:24][C:25]([N:27]([CH3:29])[CH3:28])=[O:26])[CH2:23][O:22][CH2:21]1. Given the product [CH3:29][N:27]([CH3:28])[C:25]([CH2:24][C:20]1([NH:19][C:12]([C:10]2[CH:9]=[CH:8][C:7]([C:15]([F:18])([F:17])[F:16])=[C:6]([O:5][CH2:4][CH:1]3[CH2:2][CH2:3]3)[N:11]=2)=[O:14])[CH2:21][O:22][CH2:23]1)=[O:26], predict the reactants needed to synthesize it. (8) Given the product [Br:11][C:3]1[CH:4]=[C:5]([C:9]#[N:10])[C:6](=[O:8])[NH:7][C:2]=1[CH3:1], predict the reactants needed to synthesize it. The reactants are: [CH3:1][C:2]1[NH:7][C:6](=[O:8])[C:5]([C:9]#[N:10])=[CH:4][CH:3]=1.[Br:11]N1C(=O)CCC1=O. (9) Given the product [CH:11]([C:5]1[C:6]2[CH:10]=[CH:9][S:8][C:7]=2[C:2]([O:1][C:14]2[CH:21]=[CH:20][C:17]([C:18]#[N:19])=[CH:16][N:15]=2)=[CH:3][CH:4]=1)=[O:12], predict the reactants needed to synthesize it. The reactants are: [OH:1][C:2]1[C:7]2[S:8][CH:9]=[CH:10][C:6]=2[C:5]([CH:11]=[O:12])=[CH:4][CH:3]=1.Cl[C:14]1[CH:21]=[CH:20][C:17]([C:18]#[N:19])=[CH:16][N:15]=1.C([O-])([O-])=O.[K+].[K+]. (10) The reactants are: [NH:1]1[C:9]2[CH2:8][CH2:7][CH2:6][CH2:5][C:4]=2[C:3]([C:10]([OH:12])=[O:11])=[N:2]1.[Br:13][C:14]1[CH:19]=[C:18](F)[CH:17]=[CH:16][N:15]=1. Given the product [Br:13][C:14]1[CH:19]=[C:18]([N:1]2[C:9]3[CH2:8][CH2:7][CH2:6][CH2:5][C:4]=3[C:3]([C:10]([OH:12])=[O:11])=[N:2]2)[CH:17]=[CH:16][N:15]=1, predict the reactants needed to synthesize it.